From a dataset of Catalyst prediction with 721,799 reactions and 888 catalyst types from USPTO. Predict which catalyst facilitates the given reaction. (1) Reactant: [CH3:1][O:2][C:3]1[CH:4]=[C:5]2[C:9](=[CH:10][CH:11]=1)[N:8]([CH3:12])[CH:7]=[C:6]2[C:13]1[N:25]([CH2:26][O:27][CH2:28][CH2:29][Si:30]([CH3:33])([CH3:32])[CH3:31])[C:16]2=[N:17][CH:18]=[C:19]([CH2:21][NH:22][CH:23]=O)[N:20]=[C:15]2[CH:14]=1.COC1C=CC(P2(SP(C3C=CC(OC)=CC=3)(=S)S2)=S)=CC=1. The catalyst class is: 225. Product: [CH3:1][O:2][C:3]1[CH:4]=[C:5]2[C:9](=[CH:10][CH:11]=1)[N:8]([CH3:12])[CH:7]=[C:6]2[C:13]1[N:25]([CH2:26][O:27][CH2:28][CH2:29][Si:30]([CH3:32])([CH3:31])[CH3:33])[C:16]2[N:17]=[CH:18][C:19]3[N:20]([CH:23]=[N:22][CH:21]=3)[C:15]=2[CH:14]=1. (2) Reactant: [CH3:1][N:2]([CH3:10])[C:3](=[O:9])[CH2:4][CH2:5][C:6]([OH:8])=O.CN(C(ON1N=NC2C=CC=NC1=2)=[N+](C)C)C.F[P-](F)(F)(F)(F)F.C(N(C(C)C)C(C)C)C.[O:44]1[CH2:49][CH2:48][O:47][CH2:46][CH:45]1[C:50]1[C:58]2[S:57][C:56]([NH2:59])=[N:55][C:54]=2[C:53]([O:60][CH3:61])=[CH:52][CH:51]=1. Product: [O:44]1[CH2:49][CH2:48][O:47][CH2:46][CH:45]1[C:50]1[C:58]2[S:57][C:56]([NH:59][C:6](=[O:8])[CH2:5][CH2:4][C:3]([N:2]([CH3:1])[CH3:10])=[O:9])=[N:55][C:54]=2[C:53]([O:60][CH3:61])=[CH:52][CH:51]=1. The catalyst class is: 396. (3) Reactant: [O:1]=[CH:2][C@H:3]([C@@H:5]([C@H:7]([CH2:9][OH:10])[OH:8])[OH:6])[OH:4].B(O)(O)O.C(OC(=O)C)(=O)C. Product: [OH:1][CH:2]1[O:8][C@H:7]([CH2:9][OH:10])[C@H:5]([OH:6])[C@H:3]1[OH:4]. The catalyst class is: 15. (4) Reactant: [C:1]([CH:4]([C:13]([O:15][CH2:16][CH3:17])=[O:14])[CH2:5][CH:6]=[CH:7][C:8]([O:10][CH2:11][CH3:12])=[O:9])(=[O:3])[CH3:2].[N+:18]([C:21]1[CH:26]=[CH:25][C:24](/[CH:27]=[CH:28]/[N+:29]([O-:31])=[O:30])=[CH:23][CH:22]=1)([O-:20])=[O:19]. Product: [CH2:11]([O:10][C:8]([CH2:7][C@@H:6]1[CH2:5][C@@:4]([C:1](=[O:3])[CH3:2])([C:13]([O:15][CH2:16][CH3:17])=[O:14])[C@@H:27]([C:24]2[CH:23]=[CH:22][C:21]([N+:18]([O-:20])=[O:19])=[CH:26][CH:25]=2)[C@@H:28]1[N+:29]([O-:31])=[O:30])=[O:9])[CH3:12]. The catalyst class is: 27. (5) The catalyst class is: 3. Reactant: [CH:1]1([C:4]2[N:5]=[C:6]3[C:12]([C:13](O)=[O:14])=[CH:11][N:10]([CH2:16][O:17][CH2:18][CH2:19][Si:20]([CH3:23])([CH3:22])[CH3:21])[C:7]3=[N:8][CH:9]=2)[CH2:3][CH2:2]1.Cl.[CH3:25][O:26][C:27](=[O:36])[C:28]([CH3:35])([CH3:34])[CH:29]([NH2:33])[CH:30]1[CH2:32][CH2:31]1.C1C=CC2N(O)N=NC=2C=1.C(Cl)CCl.C(N(C(C)C)CC)(C)C. Product: [CH3:25][O:26][C:27](=[O:36])[C:28]([CH3:34])([CH3:35])[CH:29]([CH:30]1[CH2:32][CH2:31]1)[NH:33][C:13]([C:12]1[C:6]2[C:7](=[N:8][CH:9]=[C:4]([CH:1]3[CH2:2][CH2:3]3)[N:5]=2)[N:10]([CH2:16][O:17][CH2:18][CH2:19][Si:20]([CH3:23])([CH3:22])[CH3:21])[CH:11]=1)=[O:14]. (6) Reactant: [CH2:1]([O:3][C:4](=[O:19])[CH:5]([O:16][CH2:17][CH3:18])[CH2:6][C:7]1[CH:12]=[C:11]([F:13])[C:10]([OH:14])=[C:9]([F:15])[CH:8]=1)[CH3:2].[Cl:20][C:21]1[CH:26]=[CH:25][C:24]([C:27]2[S:28][C:29]([CH3:35])=[C:30]([CH2:32][CH2:33]O)[N:31]=2)=[CH:23][CH:22]=1.COC(=O)CC(=O)C(Br)C.ClC1C=CC(C(N)=S)=CC=1.C1(P(C2C=CC=CC=2)C2C=CC=CC=2)C=CC=CC=1.N(C(OCC)=O)=NC(OCC)=O. Product: [CH2:1]([O:3][C:4](=[O:19])[CH:5]([O:16][CH2:17][CH3:18])[CH2:6][C:7]1[CH:8]=[C:9]([F:15])[C:10]([O:14][CH2:33][CH2:32][C:30]2[N:31]=[C:27]([C:24]3[CH:25]=[CH:26][C:21]([Cl:20])=[CH:22][CH:23]=3)[S:28][C:29]=2[CH3:35])=[C:11]([F:13])[CH:12]=1)[CH3:2]. The catalyst class is: 7. (7) Reactant: [CH3:1][C:2]1[N:3]([CH:14]2[CH2:19][CH2:18][O:17][CH2:16][CH2:15]2)[C:4]([C:7]2[CH:12]=[CH:11][N:10]=[C:9]([NH2:13])[N:8]=2)=[CH:5][N:6]=1.Br[C:21]1[CH:26]=[CH:25][C:24]([S:27]([N:30]2[CH2:35][CH2:34][N:33]([CH3:36])[CH2:32][CH2:31]2)(=[O:29])=[O:28])=[CH:23][CH:22]=1.C([O-])([O-])=O.[Cs+].[Cs+].CC(C1C=C(C(C)C)C(C2C=CC=CC=2P(C2CCCCC2)C2CCCCC2)=C(C(C)C)C=1)C. Product: [CH3:36][N:33]1[CH2:34][CH2:35][N:30]([S:27]([C:24]2[CH:23]=[CH:22][C:21]([NH:13][C:9]3[N:8]=[C:7]([C:4]4[N:3]([CH:14]5[CH2:19][CH2:18][O:17][CH2:16][CH2:15]5)[C:2]([CH3:1])=[N:6][CH:5]=4)[CH:12]=[CH:11][N:10]=3)=[CH:26][CH:25]=2)(=[O:29])=[O:28])[CH2:31][CH2:32]1. The catalyst class is: 110. (8) Reactant: Cl[C:2]1[CH:7]=[CH:6][C:5]([N+:8]([O-:10])=[O:9])=[CH:4][N:3]=1.[F:11][C:12]([F:26])([F:25])[C:13]([NH:15][C:16]1[CH:21]=[C:20]([NH:22][CH3:23])[CH:19]=[CH:18][C:17]=1[F:24])=[O:14]. Product: [F:26][C:12]([F:11])([F:25])[C:13]([NH:15][C:16]1[CH:21]=[C:20]([N:22]([CH3:23])[C:2]2[CH:7]=[CH:6][C:5]([N+:8]([O-:10])=[O:9])=[CH:4][N:3]=2)[CH:19]=[CH:18][C:17]=1[F:24])=[O:14]. The catalyst class is: 42.